This data is from Reaction yield outcomes from USPTO patents with 853,638 reactions. The task is: Predict the reaction yield, written as a fraction of the theoretical maximum amount of product (1.0 means a 100% yield; for example, 0.34 means a 34% yield). (1) The reactants are [N+:1]([C:4]1[CH:5]=[C:6]([CH:10]=[C:11]([N+:13]([O-:15])=[O:14])[CH:12]=1)[C:7]([OH:9])=[O:8])([O-:3])=[O:2].C(=O)([O-])O.[Na+].[I-].[Na+].Cl[CH2:24][CH2:25][CH2:26][CH2:27][CH2:28][CH2:29][OH:30]. The catalyst is CN1CCCC1=O.O. The product is [N+:1]([C:4]1[CH:5]=[C:6]([CH:10]=[C:11]([N+:13]([O-:15])=[O:14])[CH:12]=1)[C:7]([O:9][CH2:24][CH2:25][CH2:26][CH2:27][CH2:28][CH2:29][OH:30])=[O:8])([O-:3])=[O:2]. The yield is 0.910. (2) The reactants are [NH2:1][C:2]1[CH:7]=[CH:6][C:5]([C:8]2([C:11]([O:13][CH3:14])=[O:12])[CH2:10][CH2:9]2)=[CH:4][C:3]=1Br.[C:16]([Si:18]([CH3:21])([CH3:20])[CH3:19])#[CH:17]. The catalyst is CCN(CC)CC.CN(C1C=CN=CC=1)C.Cl[Pd](Cl)([P](C1C=CC=CC=1)(C1C=CC=CC=1)C1C=CC=CC=1)[P](C1C=CC=CC=1)(C1C=CC=CC=1)C1C=CC=CC=1. The product is [NH2:1][C:2]1[CH:7]=[CH:6][C:5]([C:8]2([C:11]([O:13][CH3:14])=[O:12])[CH2:10][CH2:9]2)=[CH:4][C:3]=1[C:17]#[C:16][Si:18]([CH3:21])([CH3:20])[CH3:19]. The yield is 0.560. (3) The reactants are CO[C:3](=[O:32])[CH:4]([C:15]1[N:19]2[CH:20]=[C:21]([CH3:24])[CH:22]=[CH:23][C:18]2=[N:17][C:16]=1[C:25]1[CH:30]=[CH:29][C:28]([CH3:31])=[CH:27][CH:26]=1)[CH2:5][CH2:6][CH2:7][NH:8]S(C(C)(C)C)=O.Cl. The catalyst is CO.CO.CCOC(C)=O. The product is [CH3:24][C:21]1[CH:22]=[CH:23][C:18]2[N:19]([C:15]([CH:4]3[CH2:5][CH2:6][CH2:7][NH:8][C:3]3=[O:32])=[C:16]([C:25]3[CH:30]=[CH:29][C:28]([CH3:31])=[CH:27][CH:26]=3)[N:17]=2)[CH:20]=1. The yield is 0.770. (4) The reactants are C(OC(=O)[NH:7][C@H:8]1[CH2:13][CH2:12][C@@H:11]([NH:14][C:15]([C:17]2[N:18]=[C:19]3[CH:24]=[CH:23][CH:22]=[CH:21][N:20]3[CH:25]=2)=[O:16])[CH2:10][CH2:9]1)(C)(C)C. The catalyst is Cl. The product is [NH2:7][C@@H:8]1[CH2:9][CH2:10][C@H:11]([NH:14][C:15]([C:17]2[N:18]=[C:19]3[CH:24]=[CH:23][CH:22]=[CH:21][N:20]3[CH:25]=2)=[O:16])[CH2:12][CH2:13]1. The yield is 0.400. (5) The reactants are [C:1]([O:5][C:6]([NH:8][C@@H:9]([CH2:12][C:13]1[CH:18]=[CH:17][CH:16]=[CH:15][CH:14]=1)[CH2:10][OH:11])=[O:7])([CH3:4])([CH3:3])[CH3:2].C(N(CC)CC)C.[CH3:26][S:27](Cl)(=[O:29])=[O:28]. The catalyst is C(Cl)Cl. The product is [CH3:26][S:27]([O:11][CH2:10][C@@H:9]([NH:8][C:6]([O:5][C:1]([CH3:4])([CH3:2])[CH3:3])=[O:7])[CH2:12][C:13]1[CH:14]=[CH:15][CH:16]=[CH:17][CH:18]=1)(=[O:29])=[O:28]. The yield is 0.920. (6) The reactants are [Cl-].O[NH3+:3].[C:4](=[O:7])([O-])[OH:5].[Na+].CS(C)=O.[CH2:13]([C:17]1[N:18]=[C:19]([CH3:50])[N:20]([CH2:39][C:40]2[N:44]=[C:43]([C:45]3[CH:49]=[CH:48][S:47][CH:46]=3)[O:42][N:41]=2)[C:21](=[O:38])[C:22]=1[CH2:23][C:24]1[CH:29]=[CH:28][C:27]([C:30]2[C:31]([C:36]#[N:37])=[CH:32][CH:33]=[CH:34][CH:35]=2)=[CH:26][CH:25]=1)[CH2:14][CH2:15][CH3:16]. The catalyst is C(OCC)(=O)C. The product is [CH2:13]([C:17]1[N:18]=[C:19]([CH3:50])[N:20]([CH2:39][C:40]2[N:44]=[C:43]([C:45]3[CH:49]=[CH:48][S:47][CH:46]=3)[O:42][N:41]=2)[C:21](=[O:38])[C:22]=1[CH2:23][C:24]1[CH:29]=[CH:28][C:27]([C:30]2[CH:35]=[CH:34][CH:33]=[CH:32][C:31]=2[C:36]2[NH:3][C:4](=[O:7])[O:5][N:37]=2)=[CH:26][CH:25]=1)[CH2:14][CH2:15][CH3:16]. The yield is 0.250. (7) The reactants are [F:1][C:2]1[CH:11]=[C:10]([CH:12]=O)[CH:9]=[C:8]([OH:14])[C:3]=1[C:4]([O:6]C)=[O:5].[C:15]1([C:21](=O)[CH2:22][C:23]2[CH:28]=[CH:27][CH:26]=[CH:25][CH:24]=2)[CH:20]=[CH:19][CH:18]=[CH:17][CH:16]=1.[NH2:30][C:31]([NH2:33])=[O:32].Cl. The catalyst is C(O)C. The product is [F:1][C:2]1[CH:11]=[C:10]([CH:12]2[C:22]([C:23]3[CH:28]=[CH:27][CH:26]=[CH:25][CH:24]=3)=[C:21]([C:15]3[CH:20]=[CH:19][CH:18]=[CH:17][CH:16]=3)[NH:33][C:31](=[O:32])[NH:30]2)[CH:9]=[C:8]([OH:14])[C:3]=1[C:4]([OH:6])=[O:5]. The yield is 0.130. (8) The catalyst is C(Cl)Cl.CN(C)C1C=CN=CC=1. The product is [N:23]1([CH2:22][CH2:21][O:20][C:17]2[CH:16]=[CH:15][C:14]([O:13][C:9]3[C:8]([O:29][S:30]([C:33]([F:36])([F:34])[F:35])(=[O:32])=[O:31])=[CH:7][CH:6]=[C:5]4[C:10]=3[CH:11]=[CH:12][C:65]([O:64][C:61](=[O:63])[CH3:62])=[CH:66]4)=[CH:19][CH:18]=2)[CH2:28][CH2:27][CH2:26][CH2:25][CH2:24]1. The yield is 1.00. The reactants are COC1C=[C:5]2[C:10](=[CH:11][CH:12]=1)[C:9]([O:13][C:14]1[CH:19]=[CH:18][C:17]([O:20][CH2:21][CH2:22][N:23]3[CH2:28][CH2:27][CH2:26][CH2:25][CH2:24]3)=[CH:16][CH:15]=1)=[C:8]([O:29][S:30]([C:33]([F:36])([F:35])[F:34])(=[O:32])=[O:31])[CH:7]=[CH:6]2.Cl.CCOCC.B(Br)(Br)Br.C(=O)(O)[O-].[Na+].C(N(CC)C(C)C)(C)C.[C:61]([O:64][C:65](=O)[CH3:66])(=[O:63])[CH3:62]. (9) The yield is 1.00. The catalyst is C1COCC1. The reactants are [CH3:1][CH:2]([CH3:5])[CH2:3][OH:4].[H-].[Na+].[N+:8]([C:11]1[CH:18]=[CH:17][CH:16]=[C:15]([N+]([O-])=O)[C:12]=1[C:13]#[N:14])([O-:10])=[O:9]. The product is [CH2:3]([O:4][C:15]1[CH:16]=[CH:17][CH:18]=[C:11]([N+:8]([O-:10])=[O:9])[C:12]=1[C:13]#[N:14])[CH:2]([CH3:5])[CH3:1].